Dataset: Forward reaction prediction with 1.9M reactions from USPTO patents (1976-2016). Task: Predict the product of the given reaction. Given the reactants [CH2:1]([O:9][C:10]1[C@@:15]([CH2:20][CH:21]([CH2:23][OH:24])[OH:22])([C@H:16]([CH2:18][OH:19])[OH:17])[O:14][C:12](=[O:13])[C:11]=1[OH:25])[CH2:2][CH2:3][CH2:4][CH2:5][CH2:6][CH2:7][CH3:8].C(=O)([O-])O.[Na+].[CH2:31](Br)[CH2:32][CH2:33][CH2:34][CH2:35][CH2:36][CH2:37][CH2:38][CH2:39][CH2:40][CH2:41][CH2:42][CH2:43][CH2:44][CH2:45][CH3:46], predict the reaction product. The product is: [CH2:1]([O:9][C:10]1[C@@:15]([CH2:20][CH:21]([CH2:23][OH:24])[OH:22])([C@H:16]([CH2:18][OH:19])[OH:17])[O:14][C:12](=[O:13])[C:11]=1[O:25][CH2:46][CH2:45][CH2:44][CH2:43][CH2:42][CH2:41][CH2:40][CH2:39][CH2:38][CH2:37][CH2:36][CH2:35][CH2:34][CH2:33][CH2:32][CH3:31])[CH2:2][CH2:3][CH2:4][CH2:5][CH2:6][CH2:7][CH3:8].